This data is from Tyrosyl-DNA phosphodiesterase HTS with 341,365 compounds. The task is: Binary Classification. Given a drug SMILES string, predict its activity (active/inactive) in a high-throughput screening assay against a specified biological target. The drug is S(=O)(=O)(N1CCCCC1)c1c(ccc(NC(=O)CN2C(=O)CN(C2=O)C)c1)C. The result is 0 (inactive).